Dataset: Catalyst prediction with 721,799 reactions and 888 catalyst types from USPTO. Task: Predict which catalyst facilitates the given reaction. (1) Reactant: [CH3:1][S:2]([NH:5][C:6]1[CH:21]=[CH:20][C:9]2[NH:10][C:11]([CH2:16][C:17](O)=[O:18])=[N:12][S:13](=[O:15])(=[O:14])[C:8]=2[CH:7]=1)(=[O:4])=[O:3].Cl.CN(C)CCCN=C=NCC.CN1CCOCC1.C(O[C:44]([C@H:46]1[C@@H:51]([NH:52][CH2:53][C:54]2[CH:59]=[CH:58][CH:57]=[CH:56][CH:55]=2)[C@H:50]2[CH2:60][C@@H:47]1[CH2:48][CH2:49]2)=[O:45])C.[O-]CC.[Na+].C(O)C. Product: [CH2:53]([N:52]1[C:17](=[O:18])[C:16]([C:11]2[NH:10][C:9]3[CH:20]=[CH:21][C:6]([NH:5][S:2]([CH3:1])(=[O:4])=[O:3])=[CH:7][C:8]=3[S:13](=[O:15])(=[O:14])[N:12]=2)=[C:44]([OH:45])[C@H:46]2[C@@H:51]1[C@H:50]1[CH2:60][C@@H:47]2[CH2:48][CH2:49]1)[C:54]1[CH:55]=[CH:56][CH:57]=[CH:58][CH:59]=1. The catalyst class is: 9. (2) Reactant: C([C@@H]1[O:5][CH2:4]1)Cl.[CH2:6]([NH:13][CH2:14][CH2:15][OH:16])[C:7]1[CH:12]=[CH:11][CH:10]=[CH:9][CH:8]=1.O.[CH:18](O)(C)[CH3:19].[OH-].C([N+](CC)(CC)CC)C. Product: [CH2:6]([N:13]1[CH2:19][CH2:18][O:16][C@H:15]([CH2:4][OH:5])[CH2:14]1)[C:7]1[CH:12]=[CH:11][CH:10]=[CH:9][CH:8]=1. The catalyst class is: 6. (3) Reactant: C([O:8][CH2:9][CH:10]1[O:24][C:14]2=[C:15]3[C:20](=[CH:21][CH:22]=[C:13]2[O:12][CH2:11]1)[N:19]=[C:18]([CH3:23])[CH:17]=[CH:16]3)C1C=CC=CC=1. Product: [CH3:23][C:18]1[CH:17]=[CH:16][C:15]2[C:20](=[CH:21][CH:22]=[C:13]3[O:12][CH2:11][C@@H:10]([CH2:9][OH:8])[O:24][C:14]3=2)[N:19]=1. The catalyst class is: 2. (4) Reactant: [OH-].[Na+].[CH3:3][C:4]1[O:8][C:7]([C:9]2[CH:14]=[CH:13][CH:12]=[CH:11][CH:10]=2)=[N:6][C:5]=1[CH2:15][O:16][C:17]1[CH:43]=[CH:42][C:20]([CH2:21][O:22]/[N:23]=[C:24](/[C:36]2[CH:41]=[CH:40][CH:39]=[CH:38][CH:37]=2)\[CH2:25][CH2:26][CH2:27][CH2:28][CH2:29][CH2:30][C:31]([O:33]CC)=[O:32])=[CH:19][CH:18]=1.CO.Cl. Product: [CH3:3][C:4]1[O:8][C:7]([C:9]2[CH:10]=[CH:11][CH:12]=[CH:13][CH:14]=2)=[N:6][C:5]=1[CH2:15][O:16][C:17]1[CH:18]=[CH:19][C:20]([CH2:21][O:22]/[N:23]=[C:24](/[C:36]2[CH:41]=[CH:40][CH:39]=[CH:38][CH:37]=2)\[CH2:25][CH2:26][CH2:27][CH2:28][CH2:29][CH2:30][C:31]([OH:33])=[O:32])=[CH:42][CH:43]=1. The catalyst class is: 7.